From a dataset of Forward reaction prediction with 1.9M reactions from USPTO patents (1976-2016). Predict the product of the given reaction. (1) Given the reactants C(C1C=C(O)C=C(C(C)(C)C)C=1)(C)(C)C.[Cl-].[C:17]([CH:21]=[CH2:22])([CH3:20])([CH3:19])[CH3:18].[SiH2:23]([C:30]1[CH:35]=[CH:34][CH:33]=[CH:32][CH:31]=1)[C:24]1[CH:29]=[CH:28][CH:27]=[CH:26][CH:25]=1, predict the reaction product. The product is: [SiH:23]([CH2:22][CH2:21][C:17]([CH3:20])([CH3:19])[CH3:18])([C:30]1[CH:31]=[CH:32][CH:33]=[CH:34][CH:35]=1)[C:24]1[CH:29]=[CH:28][CH:27]=[CH:26][CH:25]=1. (2) Given the reactants [Br:1][C:2]1[CH:3]=[CH:4][C:5]([OH:18])=[C:6]([C:8](=[O:17])[CH2:9][C:10]2[CH:15]=[CH:14][CH:13]=[CH:12][C:11]=2[F:16])[CH:7]=1.[C:19](O[C:19](=O)[CH2:20][CH2:21][CH3:22])(=O)[CH2:20][CH2:21][CH3:22].Cl, predict the reaction product. The product is: [Br:1][C:2]1[CH:7]=[C:6]2[C:5](=[CH:4][CH:3]=1)[O:18][C:19]([CH2:20][CH2:21][CH3:22])=[C:9]([C:10]1[CH:15]=[CH:14][CH:13]=[CH:12][C:11]=1[F:16])[C:8]2=[O:17]. (3) Given the reactants [C:1]([C:5]1[CH:10]=[CH:9][C:8]([C:11]2[N:12]([C:31](Cl)=[O:32])[CH:13]([C:24]3[CH:29]=[CH:28][C:27]([Cl:30])=[CH:26][CH:25]=3)[C:14]([C:17]3[CH:22]=[CH:21][C:20]([Cl:23])=[CH:19][CH:18]=3)([CH3:16])[N:15]=2)=[C:7]([O:34][CH2:35][CH3:36])[CH:6]=1)([CH3:4])([CH3:3])[CH3:2].[CH3:37][S:38]([N:41]1[CH2:46][CH2:45][NH:44][CH2:43][CH2:42]1)(=[O:40])=[O:39], predict the reaction product. The product is: [C:1]([C:5]1[CH:10]=[CH:9][C:8]([C:11]2[N:12]([C:31]([N:44]3[CH2:45][CH2:46][N:41]([S:38]([CH3:37])(=[O:40])=[O:39])[CH2:42][CH2:43]3)=[O:32])[C@H:13]([C:24]3[CH:25]=[CH:26][C:27]([Cl:30])=[CH:28][CH:29]=3)[C@@:14]([C:17]3[CH:18]=[CH:19][C:20]([Cl:23])=[CH:21][CH:22]=3)([CH3:16])[N:15]=2)=[C:7]([O:34][CH2:35][CH3:36])[CH:6]=1)([CH3:2])([CH3:3])[CH3:4]. (4) Given the reactants [Br:1][C:2]1[CH:10]=[CH:9][C:5]([C:6]([OH:8])=O)=[C:4]([S:11]([CH3:14])(=[O:13])=[O:12])[CH:3]=1.Cl.[CH2:16]([C:18]1[CH:19]=[C:20]([CH3:30])[C:21]([N:24]2[CH2:29][CH2:28][NH:27][CH2:26][CH2:25]2)=[N:22][CH:23]=1)[CH3:17], predict the reaction product. The product is: [Br:1][C:2]1[CH:10]=[CH:9][C:5]([C:6]([N:27]2[CH2:28][CH2:29][N:24]([C:21]3[C:20]([CH3:30])=[CH:19][C:18]([CH2:16][CH3:17])=[CH:23][N:22]=3)[CH2:25][CH2:26]2)=[O:8])=[C:4]([S:11]([CH3:14])(=[O:13])=[O:12])[CH:3]=1. (5) Given the reactants Cl.[Cl:2][C:3]1[CH:8]=[CH:7][CH:6]=[CH:5][C:4]=1[CH:9]1[N:13]([C:14]2[CH:19]=[CH:18][C:17]([N:20]3[CH2:25][CH2:24][NH:23][CH2:22][CH2:21]3)=[CH:16][CH:15]=2)[N:12]=[C:11]([C:26]([C:32]([F:35])([F:34])[F:33])([C:28]([F:31])([F:30])[F:29])[OH:27])[CH2:10]1.[CH:36]1([S:39](Cl)(=[O:41])=[O:40])[CH2:38][CH2:37]1.C(N(CC)CC)C, predict the reaction product. The product is: [Cl:2][C:3]1[CH:8]=[CH:7][CH:6]=[CH:5][C:4]=1[CH:9]1[N:13]([C:14]2[CH:15]=[CH:16][C:17]([N:20]3[CH2:25][CH2:24][N:23]([S:39]([CH:36]4[CH2:38][CH2:37]4)(=[O:41])=[O:40])[CH2:22][CH2:21]3)=[CH:18][CH:19]=2)[N:12]=[C:11]([C:26]([C:28]([F:30])([F:31])[F:29])([C:32]([F:33])([F:35])[F:34])[OH:27])[CH2:10]1. (6) The product is: [Cl:1][C:2]1[C:7]([C:8]2[CH:13]=[CH:12][CH:11]=[CH:10][CH:9]=2)=[N:6][N:5]=[C:4]2[N:14]([CH2:24][C:25]([N:27]3[CH2:28][CH2:29][O:30][CH2:31][CH2:32]3)=[O:26])[N:15]=[C:16]([C:43]3[CH:42]=[CH:36][CH:35]=[C:34]([F:33])[CH:44]=3)[C:3]=12. Given the reactants [Cl:1][C:2]1[C:7]([C:8]2[CH:13]=[CH:12][CH:11]=[CH:10][CH:9]=2)=[N:6][N:5]=[C:4]2[N:14]([CH2:24][C:25]([N:27]3[CH2:32][CH2:31][O:30][CH2:29][CH2:28]3)=[O:26])[N:15]=[C:16](C3C=CC(F)=CC=3)[C:3]=12.[F:33][C:34]1[CH:35]=[C:36]([CH:42]=[CH:43][CH:44]=1)C(CC#N)=O, predict the reaction product. (7) Given the reactants [F:1][C:2]1[CH:3]=[C:4]([CH:6]=[C:7]([F:10])[C:8]=1[F:9])[NH2:5].[CH3:11][CH:12]1[CH2:17][N:16]2[N:18]=[CH:19][C:20]([N:21]3[CH2:25][CH2:24][CH2:23][C:22]3=[O:26])=[C:15]2[CH2:14][NH:13]1.N1N2CCNCC2=C(N2CCC[C:37]2=[O:41])C=1, predict the reaction product. The product is: [CH3:11][CH:12]1[CH2:17][N:16]2[N:18]=[CH:19][C:20]([N:21]3[CH2:25][CH2:24][CH2:23][C:22]3=[O:26])=[C:15]2[CH2:14][N:13]1[C:37]([NH:5][C:4]1[CH:3]=[C:2]([F:1])[C:8]([F:9])=[C:7]([F:10])[CH:6]=1)=[O:41].